From a dataset of Forward reaction prediction with 1.9M reactions from USPTO patents (1976-2016). Predict the product of the given reaction. (1) Given the reactants [C:1]([CH2:4][CH2:5][CH2:6][O:7][C:8]1[C:9]([Se:22][C:23]2[CH:33]=[CH:32][C:26]([C:27]([O:29]CC)=[O:28])=[CH:25][CH:24]=2)=[CH:10][C:11]2[C:12]([CH3:21])([CH3:20])[CH2:13][CH2:14][C:15]([CH3:19])([CH3:18])[C:16]=2[CH:17]=1)([OH:3])=[O:2].[OH-].[Na+], predict the reaction product. The product is: [C:1]([CH2:4][CH2:5][CH2:6][O:7][C:8]1[C:9]([Se:22][C:23]2[CH:24]=[CH:25][C:26]([C:27]([OH:29])=[O:28])=[CH:32][CH:33]=2)=[CH:10][C:11]2[C:12]([CH3:21])([CH3:20])[CH2:13][CH2:14][C:15]([CH3:19])([CH3:18])[C:16]=2[CH:17]=1)([OH:3])=[O:2]. (2) Given the reactants [OH:1][C:2]1[CH:3]=[C:4]([CH:14]=[C:15]([O:17][C@@H:18]([CH3:22])[CH2:19][O:20]C)[CH:16]=1)[C:5]([NH:7][C:8]1[CH:12]=[CH:11][N:10]([CH3:13])[N:9]=1)=[O:6].I[Si](C)(C)C.C(=O)([O-])[O-].[K+].[K+].S([O-])([O-])(=O)=S.[Na+].[Na+], predict the reaction product. The product is: [OH:1][C:2]1[CH:3]=[C:4]([CH:14]=[C:15]([O:17][C@@H:18]([CH3:22])[CH2:19][OH:20])[CH:16]=1)[C:5]([NH:7][C:8]1[CH:12]=[CH:11][N:10]([CH3:13])[N:9]=1)=[O:6]. (3) Given the reactants C(O)C.Cl.C(=O)([O-])[O-].[Na+].[Na+].O.[Si:12]([O:19][C@@H:20]1[C@H:24]([CH2:25][O:26][Si](C(C)(C)C)(C)C)[CH2:23][C@@H:22]([O:34][C:35]2[CH:40]=[C:39]([Cl:41])[N:38]=[CH:37][N:36]=2)[CH2:21]1)([C:15]([CH3:18])([CH3:17])[CH3:16])([CH3:14])[CH3:13], predict the reaction product. The product is: [Si:12]([O:19][C@H:20]1[CH2:21][C@H:22]([O:34][C:35]2[CH:40]=[C:39]([Cl:41])[N:38]=[CH:37][N:36]=2)[CH2:23][C@H:24]1[CH2:25][OH:26])([C:15]([CH3:18])([CH3:16])[CH3:17])([CH3:14])[CH3:13]. (4) Given the reactants O.O.O.O.O.O.[N+:7]([O-:10])([O-:9])=[O:8].[Co+2:11].[N+:12]([O-:15])([O-:14])=[O:13].[O-2].[Li+].[Li+].[Co], predict the reaction product. The product is: [N+:7]([O-:10])([O-:9])=[O:8].[Co+2:11].[N+:12]([O-:15])([O-:14])=[O:13]. (5) Given the reactants [Cl:1][C:2]1[CH:3]=[C:4]2[C:8](=[CH:9][CH:10]=1)[NH:7][C:6](=[O:11])[C:5]2=[O:12].Br[C:14]1[CH:19]=[CH:18][CH:17]=[CH:16][N:15]=1, predict the reaction product. The product is: [Cl:1][C:2]1[CH:3]=[C:4]2[C:8](=[CH:9][CH:10]=1)[NH:7][C:6](=[O:11])[C:5]2([OH:12])[C:14]1[CH:19]=[CH:18][CH:17]=[CH:16][N:15]=1. (6) Given the reactants ClCCl.[Sn](Cl)(Cl)(Cl)Cl.[CH3:9][C:10]([CH3:14])([OH:13])[C:11]#[N:12].[Br:15][CH2:16][CH2:17]O, predict the reaction product. The product is: [Br:15][CH2:16][CH2:17][O:13][C:10]([CH3:14])([CH3:9])[C:11]#[N:12].